Task: Predict the product of the given reaction.. Dataset: Forward reaction prediction with 1.9M reactions from USPTO patents (1976-2016) (1) Given the reactants [NH2:1][C:2]1[C:3]2[C:10]([C:11](=[S:13])[NH2:12])=[CH:9][N:8]([C@H:14]3[C@H:18]([OH:19])[CH:17]([OH:20])[CH:16]([CH2:21][OH:22])[O:15]3)[C:4]=2[N:5]=[CH:6][N:7]=1.C([Mg]Cl)(C)(C)C.Cl[C:30]1[CH:45]=[CH:44][CH:43]=[CH:42][C:31]=1[O:32][P:33](=[N:35][C@@H:36]([CH3:41])[C:37]([O:39][CH3:40])=[O:38])=[O:34], predict the reaction product. The product is: [NH2:1][C:2]1[C:3]2[C:10]([C:11](=[S:13])[NH2:12])=[CH:9][N:8]([C@@H:14]3[O:15][CH:16]([CH2:21][O:22][C:42]4[CH:43]=[CH:44][CH:45]=[CH:30][C:31]=4[O:32][P:33](=[N:35][C@@H:36]([CH3:41])[C:37]([O:39][CH3:40])=[O:38])=[O:34])[CH:17]([OH:20])[C@H:18]3[OH:19])[C:4]=2[N:5]=[CH:6][N:7]=1. (2) The product is: [C:43]([N:45]1[CH2:50][CH2:49][N:48]([C:6]([C:5]2[CH:4]=[C:3]([CH:11]=[CH:10][CH:9]=2)[CH:1]=[O:2])=[O:8])[CH2:47][CH2:46]1)(=[O:44])[CH:42]([CH3:51])[CH3:41]. Given the reactants [CH:1]([C:3]1[CH:4]=[C:5]([CH:9]=[CH:10][CH:11]=1)[C:6]([OH:8])=O)=[O:2].C(N(CC)CC)C.ON1C2C=CC=CC=2N=N1.Cl.C(N=C=NCCCN(C)C)C.[CH3:41][CH:42]([CH3:51])[C:43]([N:45]1[CH2:50][CH2:49][NH:48][CH2:47][CH2:46]1)=[O:44], predict the reaction product. (3) Given the reactants C(N(C(C)C)CC)(C)C.[NH2:10][C:11]1[CH:26]=[CH:25][C:24]([Cl:27])=[CH:23][C:12]=1[C:13]([NH:15][CH2:16][CH:17]1[CH2:22][CH2:21][CH2:20][CH2:19][CH2:18]1)=[O:14].Cl.[C:29](Cl)(=[O:36])[C:30]1[CH:35]=[CH:34][N:33]=[CH:32][CH:31]=1, predict the reaction product. The product is: [Cl:27][C:24]1[CH:25]=[CH:26][C:11]([NH:10][C:29]([C:30]2[CH:35]=[CH:34][N:33]=[CH:32][CH:31]=2)=[O:36])=[C:12]([C:13]([NH:15][CH2:16][CH:17]2[CH2:22][CH2:21][CH2:20][CH2:19][CH2:18]2)=[O:14])[CH:23]=1. (4) Given the reactants [CH3:1][O:2][C:3]([C:5]1[CH:10]=[CH:9][C:8]([OH:11])=[CH:7][N:6]=1)=[O:4].[H-].[Na+].[F:14][C:15]([F:25])([F:24])S(O[C:15]([F:25])([F:24])[F:14])(=O)=O.[CH3:26]N(C=O)C, predict the reaction product. The product is: [CH3:1][O:2][C:3]([C:5]1[CH:10]=[CH:9][C:8]([O:11][CH2:26][C:15]([F:25])([F:24])[F:14])=[CH:7][N:6]=1)=[O:4].